From a dataset of Full USPTO retrosynthesis dataset with 1.9M reactions from patents (1976-2016). Predict the reactants needed to synthesize the given product. (1) Given the product [Si:23]([O:1][C:2]1[C:12]([CH2:13][CH2:14][CH3:15])=[CH:11][C:5]([C:6]([O:8][CH2:9][CH3:10])=[O:7])=[CH:4][C:3]=1[N+:16]([O-:18])=[O:17])([C:20]([CH3:22])([CH3:21])[CH3:19])([CH3:25])[CH3:24], predict the reactants needed to synthesize it. The reactants are: [OH:1][C:2]1[C:12]([CH2:13][CH2:14][CH3:15])=[CH:11][C:5]([C:6]([O:8][CH2:9][CH3:10])=[O:7])=[CH:4][C:3]=1[N+:16]([O-:18])=[O:17].[CH3:19][C:20]([Si:23](Cl)([CH3:25])[CH3:24])([CH3:22])[CH3:21].N1C=CN=C1. (2) Given the product [CH:1]1([C:5]2[CH:10]=[CH:9][C:8]([C:11]3[N:12]=[CH:13][C:14]([NH2:17])=[N:15][CH:16]=3)=[C:7]([F:18])[C:6]=2[O:19][CH2:20][CH:21]2[CH2:22][CH2:23][N:24]([S:28]([CH3:27])(=[O:30])=[O:29])[CH2:25][CH2:26]2)[CH2:2][CH2:3][CH2:4]1, predict the reactants needed to synthesize it. The reactants are: [CH:1]1([C:5]2[CH:10]=[CH:9][C:8]([C:11]3[N:12]=[CH:13][C:14]([NH2:17])=[N:15][CH:16]=3)=[C:7]([F:18])[C:6]=2[O:19][CH2:20][CH:21]2[CH2:26][CH2:25][NH:24][CH2:23][CH2:22]2)[CH2:4][CH2:3][CH2:2]1.[CH3:27][S:28](Cl)(=[O:30])=[O:29].